From a dataset of Full USPTO retrosynthesis dataset with 1.9M reactions from patents (1976-2016). Predict the reactants needed to synthesize the given product. (1) Given the product [F:1][C:2]1[CH:3]=[C:4]([CH:12]2[CH2:16][CH2:15][CH2:14][N:13]2[C:17]([O:19][C:20]([CH3:23])([CH3:22])[CH3:21])=[O:18])[CH:5]=[CH:6][C:7]=1[C:8]([O:10][CH3:11])=[O:9], predict the reactants needed to synthesize it. The reactants are: [F:1][C:2]1[CH:3]=[C:4]([C:12]2[N:13]([C:17]([O:19][C:20]([CH3:23])([CH3:22])[CH3:21])=[O:18])[CH:14]=[CH:15][CH:16]=2)[CH:5]=[CH:6][C:7]=1[C:8]([O:10][CH3:11])=[O:9]. (2) Given the product [CH3:19][O:20][C:21]1[CH:27]=[CH:26][C:24]([NH:25][C:2]2[C:3](=[O:18])[N:4]([CH2:14][CH2:15][S:16][CH3:17])[C:5](=[O:13])[C:6]=2[C:7]2[CH:12]=[CH:11][CH:10]=[CH:9][CH:8]=2)=[CH:23][CH:22]=1, predict the reactants needed to synthesize it. The reactants are: Cl[C:2]1[C:3](=[O:18])[N:4]([CH2:14][CH2:15][S:16][CH3:17])[C:5](=[O:13])[C:6]=1[C:7]1[CH:12]=[CH:11][CH:10]=[CH:9][CH:8]=1.[CH3:19][O:20][C:21]1[CH:27]=[CH:26][C:24]([NH2:25])=[CH:23][CH:22]=1. (3) Given the product [CH3:44][O:43][C:25]1[CH:26]=[C:27]([CH:41]=[CH:42][C:24]=1[NH:23][C:2]1[N:7]=[C:6]([NH:8][C:9]2[CH:18]=[CH:17][CH:16]=[CH:15][C:10]=2[C:11](=[O:12])[NH:13][CH3:14])[C:5]([C:19]([F:22])([F:21])[F:20])=[CH:4][N:3]=1)[CH2:28][P:29](=[O:40])([O:35][CH2:36][CH2:37][O:38][CH3:39])[O:30][CH2:31][CH2:32][O:33][CH3:34], predict the reactants needed to synthesize it. The reactants are: Cl[C:2]1[N:7]=[C:6]([NH:8][C:9]2[CH:18]=[CH:17][CH:16]=[CH:15][C:10]=2[C:11]([NH:13][CH3:14])=[O:12])[C:5]([C:19]([F:22])([F:21])[F:20])=[CH:4][N:3]=1.[NH2:23][C:24]1[CH:42]=[CH:41][C:27]([CH2:28][P:29](=[O:40])([O:35][CH2:36][CH2:37][O:38][CH3:39])[O:30][CH2:31][CH2:32][O:33][CH3:34])=[CH:26][C:25]=1[O:43][CH3:44]. (4) The reactants are: CCN=C=NCCCN(C)C.C1C=CC2N(O)N=NC=2C=1.[CH:22]1([N:25]2[C:33]3[C:28](=[C:29]([O:37][CH2:38][CH3:39])[CH:30]=[C:31]([C:34]([OH:36])=O)[CH:32]=3)[C:27]([CH3:40])=[CH:26]2)[CH2:24][CH2:23]1.Cl.Cl.[O:43]=[C:44]1[C:58]2[C:53](=[CH:54][CH:55]=[C:56]([C:59]3[CH:60]=[N:61][CH:62]=[C:63]([CH:68]=3)[C:64]([O:66]C)=[O:65])[CH:57]=2)[O:52][C:46]2([CH2:51][CH2:50][NH:49][CH2:48][CH2:47]2)[CH2:45]1. Given the product [CH:22]1([N:25]2[C:33]3[C:28](=[C:29]([O:37][CH2:38][CH3:39])[CH:30]=[C:31]([C:34]([N:49]4[CH2:50][CH2:51][C:46]5([CH2:45][C:44](=[O:43])[C:58]6[C:53](=[CH:54][CH:55]=[C:56]([C:59]7[CH:60]=[N:61][CH:62]=[C:63]([CH:68]=7)[C:64]([OH:66])=[O:65])[CH:57]=6)[O:52]5)[CH2:47][CH2:48]4)=[O:36])[CH:32]=3)[C:27]([CH3:40])=[CH:26]2)[CH2:23][CH2:24]1, predict the reactants needed to synthesize it. (5) Given the product [C:1]1([N:7]2[CH2:12][CH2:11][N:10]([CH2:14][CH2:15][CH2:16][N:7]3[CH2:12][CH2:11][N:10]([C:25]4[CH:24]=[CH:3][CH:2]=[CH:1][CH:6]=4)[CH2:9][CH2:8]3)[CH2:9][CH2:8]2)[CH:6]=[CH:5][CH:4]=[CH:3][CH:2]=1, predict the reactants needed to synthesize it. The reactants are: [C:1]1([N:7]2[CH2:12][CH2:11][NH:10][CH2:9][CH2:8]2)[CH:6]=[CH:5][CH:4]=[CH:3][CH:2]=1.Cl[CH2:14][CH2:15][CH2:16]I.C([O-])([O-])=O.[K+].[K+].[CH2:24](O)[CH3:25]. (6) Given the product [Cl:26][C:21]1[CH:20]=[C:19]([CH:24]=[CH:23][C:22]=1[Cl:25])[CH2:18][N:15]1[C:16](=[O:17])[C:11]2[CH:10]=[C:9]([NH:8][C:6](=[O:7])[CH2:5][OH:4])[CH:28]=[N:27][C:12]=2[N:13]=[CH:14]1, predict the reactants needed to synthesize it. The reactants are: C([O:4][CH2:5][C:6]([NH:8][C:9]1[CH:28]=[N:27][C:12]2[N:13]=[CH:14][N:15]([CH2:18][C:19]3[CH:24]=[CH:23][C:22]([Cl:25])=[C:21]([Cl:26])[CH:20]=3)[C:16](=[O:17])[C:11]=2[CH:10]=1)=[O:7])(=O)C.[OH-].[K+].C(O)C.C([O-])([O-])=O.[Na+].[Na+]. (7) Given the product [NH:7]1[C:8]2[C:4](=[CH:3][C:2]([C:19]3[CH:20]=[C:21]4[C:26](=[CH:27][CH:28]=3)[CH:25]=[C:24]([NH:29][C:30]([C:32]3[CH:36]=[CH:35][S:34][CH:33]=3)=[O:31])[CH:23]=[CH:22]4)=[CH:10][CH:9]=2)[CH:5]=[CH:6]1, predict the reactants needed to synthesize it. The reactants are: Br[C:2]1[CH:3]=[C:4]2[C:8](=[CH:9][CH:10]=1)[NH:7][CH:6]=[CH:5]2.CC1(C)C(C)(C)OB([C:19]2[CH:20]=[C:21]3[C:26](=[CH:27][CH:28]=2)[CH:25]=[C:24]([NH:29][C:30]([C:32]2[CH:36]=[CH:35][S:34][CH:33]=2)=[O:31])[CH:23]=[CH:22]3)O1.C([O-])([O-])=O.[K+].[K+].O1CCOCC1. (8) Given the product [C:36]([O:40][C:41](=[O:55])[CH2:42][CH2:43][S:44][CH2:45][C:46]1[CH:47]=[C:48]([CH:52]=[CH:53][CH:54]=1)[C:49]([NH:1][C:2]1[CH:7]=[CH:6][C:5]([N:8]2[CH2:13][CH2:12][CH2:11][CH2:10][CH2:9]2)=[CH:4][C:3]=1[C:14]1[CH:15]=[C:16]([CH:21]=[CH:22][N:23]=1)[C:17]([O:19][CH3:20])=[O:18])=[O:50])([CH3:39])([CH3:37])[CH3:38], predict the reactants needed to synthesize it. The reactants are: [NH2:1][C:2]1[CH:7]=[CH:6][C:5]([N:8]2[CH2:13][CH2:12][CH2:11][CH2:10][CH2:9]2)=[CH:4][C:3]=1[C:14]1[CH:15]=[C:16]([CH:21]=[CH:22][N:23]=1)[C:17]([O:19][CH3:20])=[O:18].CCN=C=NCCCN(C)C.Cl.[C:36]([O:40][C:41](=[O:55])[CH2:42][CH2:43][S:44][CH2:45][C:46]1[CH:47]=[C:48]([CH:52]=[CH:53][CH:54]=1)[C:49](O)=[O:50])([CH3:39])([CH3:38])[CH3:37]. (9) Given the product [Br:1][C:2]1[CH:3]=[C:4]2[C:9]([NH:20][C@@H:18]([CH:15]3[CH2:17][CH2:16]3)[CH3:19])=[C:8]([C:11]([NH2:13])=[O:12])[CH:7]=[N:6][N:5]2[CH:14]=1, predict the reactants needed to synthesize it. The reactants are: [Br:1][C:2]1[CH:3]=[C:4]2[C:9](Cl)=[C:8]([C:11]([NH2:13])=[O:12])[CH:7]=[N:6][N:5]2[CH:14]=1.[CH:15]1([C@H:18]([NH2:20])[CH3:19])[CH2:17][CH2:16]1.CCN(C(C)C)C(C)C.O.